Dataset: Catalyst prediction with 721,799 reactions and 888 catalyst types from USPTO. Task: Predict which catalyst facilitates the given reaction. (1) Reactant: O.Cl(O)(=O)(=O)=O.[CH2:7]([N:14]1[CH2:22][CH2:21][C:17]2([C:19](=[O:20])C2)[CH2:16][CH2:15]1)[C:8]1[CH:13]=[CH:12][CH:11]=[CH:10][CH:9]=1.C(=O)([O-])[O-:24].[Na+].[Na+]. Product: [CH2:7]([N:14]1[CH2:22][CH2:21][C:17]([CH2:19][OH:20])([OH:24])[CH2:16][CH2:15]1)[C:8]1[CH:13]=[CH:12][CH:11]=[CH:10][CH:9]=1. The catalyst class is: 7. (2) Reactant: CC(C)([O-])C.[K+].[F:7][C:8]([F:14])([F:13])[C:9](=[O:12])[CH:10]=[CH2:11].CO[CH:17](OC)[CH2:18][C:19]#[N:20].Cl. Product: [F:7][C:8]([F:14])([F:13])[C:9](=[O:12])[CH:10]=[CH:11][CH:17]=[CH:18][C:19]#[N:20]. The catalyst class is: 216. (3) Product: [C:11]([C:9]1[N:10]=[C:6]([C:4]([OH:3])=[O:5])[N:7]([CH2:13][O:14][CH2:15][CH2:16][Si:17]([CH3:20])([CH3:19])[CH3:18])[CH:8]=1)(=[O:21])[NH2:12]. The catalyst class is: 88. Reactant: C([O:3][C:4]([C:6]1[N:7]([CH2:13][O:14][CH2:15][CH2:16][Si:17]([CH3:20])([CH3:19])[CH3:18])[CH:8]=[C:9]([C:11]#[N:12])[N:10]=1)=[O:5])C.[OH-:21].[Na+].[OH-].[K+].Cl. (4) Reactant: [CH3:1][C@H:2]([NH:11][C:12](=[O:18])[O:13][C:14]([CH3:17])([CH3:16])[CH3:15])[CH2:3][O:4][CH:5]1[CH2:10][CH2:9][NH:8][CH2:7][CH2:6]1.C(N(CC)C(C)C)(C)C.Cl[C:29]1[O:30][C:31]2[CH:37]=[C:36]([OH:38])[CH:35]=[CH:34][C:32]=2[N:33]=1.C(OCC)(=O)C. Product: [OH:38][C:36]1[CH:35]=[CH:34][C:32]2[N:33]=[C:29]([N:8]3[CH2:9][CH2:10][CH:5]([O:4][CH2:3][C@@H:2]([NH:11][C:12](=[O:18])[O:13][C:14]([CH3:17])([CH3:16])[CH3:15])[CH3:1])[CH2:6][CH2:7]3)[O:30][C:31]=2[CH:37]=1. The catalyst class is: 3. (5) The catalyst class is: 3. Reactant: [C:1]([Si:5]([CH3:17])([CH3:16])[O:6][C:7]1[CH:8]=[C:9]2[C:13](=[CH:14][CH:15]=1)[NH:12][N:11]=[CH:10]2)([CH3:4])([CH3:3])[CH3:2].[I:18]I.C(=O)([O-])[O-].[K+].[K+]. Product: [C:1]([Si:5]([CH3:17])([CH3:16])[O:6][C:7]1[CH:8]=[C:9]2[C:13](=[CH:14][CH:15]=1)[NH:12][N:11]=[C:10]2[I:18])([CH3:4])([CH3:3])[CH3:2]. (6) Reactant: [NH2:1][C:2]1[C:3]([O:17]C)=[C:4]([C:9]2[S:13][C:12]([C:14]([OH:16])=[O:15])=[CH:11][CH:10]=2)[CH:5]=[C:6]([CH3:8])[CH:7]=1.B(Br)(Br)[Br:20]. Product: [BrH:20].[NH2:1][C:2]1[C:3]([OH:17])=[C:4]([C:9]2[S:13][C:12]([C:14]([OH:16])=[O:15])=[CH:11][CH:10]=2)[CH:5]=[C:6]([CH3:8])[CH:7]=1. The catalyst class is: 4. (7) Reactant: [CH2:1]([N:8]1[CH2:14][CH2:13][CH:12]([C:15](OC(C)(C)C)=[O:16])[N:11]([CH2:22][C:23]2[CH:28]=[CH:27][CH:26]=[CH:25][CH:24]=2)[CH2:10][CH2:9]1)[C:2]1[CH:7]=[CH:6][CH:5]=[CH:4][CH:3]=1.[H-].[Al+3].[Li+].[H-].[H-].[H-]. Product: [CH2:1]([N:8]1[CH2:14][CH2:13][CH:12]([CH2:15][OH:16])[N:11]([CH2:22][C:23]2[CH:28]=[CH:27][CH:26]=[CH:25][CH:24]=2)[CH2:10][CH2:9]1)[C:2]1[CH:3]=[CH:4][CH:5]=[CH:6][CH:7]=1. The catalyst class is: 7.